The task is: Predict which catalyst facilitates the given reaction.. This data is from Catalyst prediction with 721,799 reactions and 888 catalyst types from USPTO. (1) Reactant: [NH:1]1[C:5]2=[N:6][CH:7]=[CH:8][C:9]([C:10]3[O:14][CH:13]=[C:12]([C:15](N)=[O:16])[CH:11]=3)=[C:4]2[CH:3]=[CH:2]1.C1CN([P+]([O:34]N2N=NC3C=CC=CC2=3)(N2CCCC2)N2CCCC2)CC1.F[P-](F)(F)(F)(F)F.CN1CCOCC1. Product: [NH:1]1[C:5]2=[N:6][CH:7]=[CH:8][C:9]([C:10]3[O:14][CH:13]=[C:12]([C:15]([OH:16])=[O:34])[CH:11]=3)=[C:4]2[CH:3]=[CH:2]1. The catalyst class is: 3. (2) Reactant: [Br:1][C:2]1[CH:3]=[CH:4][C:5]([NH2:8])=[N:6][CH:7]=1.CN(C(ON1N=NC2C=CC=NC1=2)=[N+](C)C)C.F[P-](F)(F)(F)(F)F.CCN(C(C)C)C(C)C.[CH3:42][S:43][CH2:44][C:45](O)=[O:46]. Product: [Br:1][C:2]1[CH:3]=[CH:4][C:5]([NH:8][C:45](=[O:46])[CH2:44][S:43][CH3:42])=[N:6][CH:7]=1. The catalyst class is: 3. (3) Reactant: [Cl:1][C:2]1[O:12][C:5]2=[C:6]([O:10]C)[N:7]=[CH:8][CH:9]=[C:4]2[CH:3]=1.B(Br)(Br)Br. Product: [Cl:1][C:2]1[O:12][C:5]2=[C:6]([OH:10])[N:7]=[CH:8][CH:9]=[C:4]2[CH:3]=1. The catalyst class is: 2. (4) Reactant: [C:1]1([CH2:7][C@@H:8]([NH:13][C:14]2[N:19]=[C:18]([N:20]3[C:29]4[C:24](=[CH:25][N:26]=[C:27]([C:30]5[CH:35]=[CH:34][CH:33]=[CH:32][CH:31]=5)[CH:28]=4)[CH2:23][CH2:22][CH2:21]3)[CH:17]=[CH:16][N:15]=2)[C:9]([O:11]C)=O)[CH:6]=[CH:5][CH:4]=[CH:3][CH:2]=1.[OH-].[NH4+:37].N. Product: [C:1]1([CH2:7][C@@H:8]([NH:13][C:14]2[N:19]=[C:18]([N:20]3[C:29]4[C:24](=[CH:25][N:26]=[C:27]([C:30]5[CH:31]=[CH:32][CH:33]=[CH:34][CH:35]=5)[CH:28]=4)[CH2:23][CH2:22][CH2:21]3)[CH:17]=[CH:16][N:15]=2)[C:9]([NH2:37])=[O:11])[CH:2]=[CH:3][CH:4]=[CH:5][CH:6]=1. The catalyst class is: 5. (5) Reactant: C([O:3][C:4]([C:6]1[S:7][C:8]([S:14][C:15]2[CH:20]=[CH:19][C:18]([OH:21])=[CH:17][CH:16]=2)=[C:9]([N+:11]([O-:13])=[O:12])[CH:10]=1)=[O:5])C.[OH-].[Li+].Cl. Product: [OH:21][C:18]1[CH:17]=[CH:16][C:15]([S:14][C:8]2[S:7][C:6]([C:4]([OH:5])=[O:3])=[CH:10][C:9]=2[N+:11]([O-:13])=[O:12])=[CH:20][CH:19]=1. The catalyst class is: 24. (6) Reactant: [Br:1][C:2]1[O:6][C:5]([C:7]2[CH:12]=[C:11](Cl)[N:10]=[C:9](Cl)[N:8]=2)=[CH:4][CH:3]=1.[NH:15]1[CH2:20][CH2:19][O:18][CH2:17][CH2:16]1.[CH:21]([N:24](CC)[CH:25]([CH3:27])C)(C)[CH3:22].CC(N(C)C)=[O:32]. Product: [Br:1][C:2]1[O:6][C:5]([C:7]2[CH:12]=[C:11]([N:15]3[CH2:20][CH2:19][O:18][CH2:17][CH2:16]3)[N:10]=[C:9]([N:24]3[CH2:25][CH2:27][O:32][CH2:22][CH2:21]3)[N:8]=2)=[CH:4][CH:3]=1. The catalyst class is: 25. (7) Reactant: [Br:1][C:2]1[CH:7]=[CH:6][CH:5]=[C:4]([CH2:8][CH2:9][CH3:10])[CH:3]=1.[Cl:11][S:12](O)(=[O:14])=[O:13]. Product: [Br:1][C:2]1[CH:7]=[CH:6][C:5]([S:12]([Cl:11])(=[O:14])=[O:13])=[C:4]([CH2:8][CH2:9][CH3:10])[CH:3]=1. The catalyst class is: 22.